Dataset: Reaction yield outcomes from USPTO patents with 853,638 reactions. Task: Predict the reaction yield, written as a fraction of the theoretical maximum amount of product (1.0 means a 100% yield; for example, 0.34 means a 34% yield). (1) The reactants are [CH3:1][N:2]1[CH2:7][CH2:6][N:5]([C:8]2[CH:13]=[CH:12][C:11]([NH:14][C:15]3[N:20]=[C:19]([NH:21][C:22]4[CH:23]=[C:24]([CH2:28][C:29]#[N:30])[CH:25]=[CH:26][CH:27]=4)[CH:18]=[CH:17][N:16]=3)=[CH:10][C:9]=2[C:31]([F:34])([F:33])[F:32])[CH2:4][CH2:3]1.[CH3:35][S:36]([OH:39])(=[O:38])=[O:37]. The catalyst is CC(C)=O. The product is [CH3:35][S:36]([OH:39])(=[O:38])=[O:37].[CH3:1][N:2]1[CH2:7][CH2:6][N:5]([C:8]2[CH:13]=[CH:12][C:11]([NH:14][C:15]3[N:20]=[C:19]([NH:21][C:22]4[CH:23]=[C:24]([CH2:28][C:29]#[N:30])[CH:25]=[CH:26][CH:27]=4)[CH:18]=[CH:17][N:16]=3)=[CH:10][C:9]=2[C:31]([F:33])([F:34])[F:32])[CH2:4][CH2:3]1. The yield is 0.740. (2) The reactants are [Cl:1][C:2]1[CH:7]=[CH:6][C:5]([C:8]2[C:12]([CH2:13][O:14][C:15]3[CH:23]=[CH:22][C:18]([C:19]([OH:21])=O)=[CH:17][N:16]=3)=[C:11]([CH3:24])[O:10][N:9]=2)=[CH:4][CH:3]=1.[NH2:25][C:26](C)([CH3:29])[CH2:27][OH:28]. No catalyst specified. The product is [Cl:1][C:2]1[CH:3]=[CH:4][C:5]([C:8]2[C:12]([CH2:13][O:14][C:15]3[CH:23]=[CH:22][C:18]([C:19]([NH:25][C@@H:26]([CH3:29])[CH2:27][OH:28])=[O:21])=[CH:17][N:16]=3)=[C:11]([CH3:24])[O:10][N:9]=2)=[CH:6][CH:7]=1. The yield is 0.940. (3) The reactants are [CH2:1]=[O:2].[Br-:3].[Na+].S(=O)(=O)(O)O.C[O:11][C:12](=O)[C:13]1[CH:18]=[CH:17][CH:16]=[C:15]([C:19]2[C:28]3[C:23](=[CH:24][C:25]([O:34][CH3:35])=[C:26]4[O:31][C:30]([CH3:33])([CH3:32])[CH2:29][C:27]4=3)[CH2:22][C:21]([CH3:37])([CH3:36])[N:20]=2)[CH:14]=1.[C:39](O)(=O)C. The catalyst is O.CO. The product is [CH3:1][O:2][C:12](=[O:11])[C:13]1[CH:18]=[CH:17][CH:16]=[C:15]([C:19]2[C:28]3[C:23](=[C:24]([CH2:39][Br:3])[C:25]([O:34][CH3:35])=[C:26]4[O:31][C:30]([CH3:33])([CH3:32])[CH2:29][C:27]4=3)[CH2:22][C:21]([CH3:37])([CH3:36])[N:20]=2)[CH:14]=1. The yield is 0.210. (4) The catalyst is C(O)C. The reactants are [CH2:1]([O:3][C:4]1[CH:5]=[C:6]([C@H:12]([N:18]2[C:26](=[O:27])[C:25]3[C:20](=[CH:21][CH:22]=[CH:23][C:24]=3[NH2:28])[C:19]2=[O:29])[CH2:13][S:14]([CH3:17])(=[O:16])=[O:15])[CH:7]=[CH:8][C:9]=1[O:10][CH3:11])[CH3:2].[CH:30]1([C:33](Cl)=[O:34])[CH2:32][CH2:31]1.CO. The product is [CH:30]1([C:33]([NH:28][C:24]2[CH:23]=[CH:22][CH:21]=[C:20]3[C:25]=2[C:26](=[O:27])[N:18]([C@@H:12]([C:6]2[CH:7]=[CH:8][C:9]([O:10][CH3:11])=[C:4]([O:3][CH2:1][CH3:2])[CH:5]=2)[CH2:13][S:14]([CH3:17])(=[O:16])=[O:15])[C:19]3=[O:29])=[O:34])[CH2:32][CH2:31]1. The yield is 0.860.